Dataset: Full USPTO retrosynthesis dataset with 1.9M reactions from patents (1976-2016). Task: Predict the reactants needed to synthesize the given product. (1) Given the product [OH:15][C:6]1([C:5]2[CH:16]=[CH:17][C:18]([CH:20]([CH3:21])[CH3:22])=[CH:19][C:4]=2[OH:3])[CH2:7][C:8]2[C:13](=[CH:12][CH:11]=[CH:10][CH:9]=2)[C:2]1=[O:1], predict the reactants needed to synthesize it. The reactants are: [OH:1][C:2]12[C:13]3[C:8](=[CH:9][CH:10]=[CH:11][CH:12]=3)[C:7](=O)[C:6]1([OH:15])[C:5]1[CH:16]=[CH:17][C:18]([CH:20]([CH3:22])[CH3:21])=[CH:19][C:4]=1[O:3]2.O.NN.[OH-].[K+]. (2) Given the product [CH2:40]([O:47][C:48]1[CH:49]=[C:50]([CH:66]=[CH:67][CH:68]=1)[CH2:51][N:52]1[CH:56]=[C:55]([C:2]2[C:10]3[C:5](=[N:6][CH:7]=[C:8]([C:11]4[CH:12]=[CH:13][C:14]([N:17]5[CH2:22][CH2:21][N:20]([C:23]([O:25][C:26]([CH3:29])([CH3:28])[CH3:27])=[O:24])[CH2:19][CH2:18]5)=[N:15][CH:16]=4)[CH:9]=3)[N:4]([S:30]([C:33]3[CH:39]=[CH:38][C:36]([CH3:37])=[CH:35][CH:34]=3)(=[O:32])=[O:31])[CH:3]=2)[CH:54]=[N:53]1)[C:41]1[CH:42]=[CH:43][CH:44]=[CH:45][CH:46]=1, predict the reactants needed to synthesize it. The reactants are: I[C:2]1[C:10]2[C:5](=[N:6][CH:7]=[C:8]([C:11]3[CH:12]=[CH:13][C:14]([N:17]4[CH2:22][CH2:21][N:20]([C:23]([O:25][C:26]([CH3:29])([CH3:28])[CH3:27])=[O:24])[CH2:19][CH2:18]4)=[N:15][CH:16]=3)[CH:9]=2)[N:4]([S:30]([C:33]2[CH:39]=[CH:38][C:36]([CH3:37])=[CH:35][CH:34]=2)(=[O:32])=[O:31])[CH:3]=1.[CH2:40]([O:47][C:48]1[CH:49]=[C:50]([CH:66]=[CH:67][CH:68]=1)[CH2:51][N:52]1[CH:56]=[C:55](B2OC(C)(C)C(C)(C)O2)[CH:54]=[N:53]1)[C:41]1[CH:46]=[CH:45][CH:44]=[CH:43][CH:42]=1.C(=O)([O-])[O-].[Na+].[Na+]. (3) Given the product [F:21][C:22]1[N:27]=[CH:26][C:25]([O:1][CH:2]([CH3:20])[CH2:3][N:4]2[C:12]3[C:7](=[C:8]([C:15]([F:18])([F:16])[F:17])[C:9]([C:13]#[N:14])=[CH:10][CH:11]=3)[CH:6]=[C:5]2[CH3:19])=[CH:24][CH:23]=1, predict the reactants needed to synthesize it. The reactants are: [OH:1][CH:2]([CH3:20])[CH2:3][N:4]1[C:12]2[C:7](=[C:8]([C:15]([F:18])([F:17])[F:16])[C:9]([C:13]#[N:14])=[CH:10][CH:11]=2)[CH:6]=[C:5]1[CH3:19].[F:21][C:22]1[N:27]=[CH:26][C:25](O)=[CH:24][CH:23]=1.